From a dataset of Full USPTO retrosynthesis dataset with 1.9M reactions from patents (1976-2016). Predict the reactants needed to synthesize the given product. Given the product [C:31](=[O:32])=[O:30].[F:1][C:2]1[CH:7]=[CH:6][CH:5]=[CH:4][C:3]=1[C@H:8]1[CH2:12][CH2:11][C@@H:10]([NH:13][C:31]([NH:33][C:34]2[CH:42]=[CH:41][CH:40]=[C:39]3[C:35]=2[CH:36]=[N:37][NH:38]3)=[O:30])[CH2:9]1, predict the reactants needed to synthesize it. The reactants are: [F:1][C:2]1[CH:7]=[CH:6][CH:5]=[CH:4][C:3]=1[C@H:8]1[CH2:12][CH2:11][CH:10]([NH2:13])[CH2:9]1.C(N(CC)C(C)C)(C)C.O=C1CCC(=O)N1[O:30][C:31]([NH:33][C:34]1[CH:42]=[CH:41][CH:40]=[C:39]2[C:35]=1[CH:36]=[N:37][N:38]2C(OC)=O)=[O:32].C(=O)(OC)N.[OH-].[Na+].